This data is from Catalyst prediction with 721,799 reactions and 888 catalyst types from USPTO. The task is: Predict which catalyst facilitates the given reaction. (1) Reactant: Cl[C:2]1[C:11]2[C:6](=[N:7][CH:8]=[CH:9][CH:10]=2)[N:5]=[C:4]([C:12]2[CH:17]=[CH:16][CH:15]=[CH:14][C:13]=2[F:18])[CH:3]=1.[NH2:19][C:20]1[CH:25]=[CH:24][N:23]=[CH:22][CH:21]=1.O1CCOCC1. Product: [F:18][C:13]1[CH:14]=[CH:15][CH:16]=[CH:17][C:12]=1[C:4]1[CH:3]=[C:2]([NH:19][C:20]2[CH:25]=[CH:24][N:23]=[CH:22][CH:21]=2)[C:11]2[C:6](=[N:7][CH:8]=[CH:9][CH:10]=2)[N:5]=1. The catalyst class is: 6. (2) Reactant: Br[C:2]1[CH:25]=[CH:24][C:5]([O:6][CH2:7][C:8]2[C:9]([C:16]3[C:21]([Cl:22])=[CH:20][CH:19]=[CH:18][C:17]=3[Cl:23])=[N:10][O:11][C:12]=2[CH:13]2[CH2:15][CH2:14]2)=[CH:4][C:3]=1[Cl:26].[Li]CCCC.[Br:32][C:33]1[CH:34]=[C:35]([CH:39]2[CH2:42][C:41](=[O:43])[CH2:40]2)[CH:36]=[CH:37][CH:38]=1. Product: [Br:32][C:33]1[CH:34]=[C:35]([CH:39]2[CH2:40][C:41]([C:2]3[CH:25]=[CH:24][C:5]([O:6][CH2:7][C:8]4[C:9]([C:16]5[C:21]([Cl:22])=[CH:20][CH:19]=[CH:18][C:17]=5[Cl:23])=[N:10][O:11][C:12]=4[CH:13]4[CH2:14][CH2:15]4)=[CH:4][C:3]=3[Cl:26])([OH:43])[CH2:42]2)[CH:36]=[CH:37][CH:38]=1. The catalyst class is: 1. (3) Reactant: [CH3:1][S:2]([C:5]1[CH:10]=[CH:9][C:8]([CH3:11])=[CH:7][N:6]=1)(=[O:4])=[O:3].[Br:12]CC1C=CC(S(C)=O)=NC=1.C1C(=O)N(Br)C(=O)C1. Product: [Br:12][CH2:11][C:8]1[CH:9]=[CH:10][C:5]([S:2]([CH3:1])(=[O:4])=[O:3])=[N:6][CH:7]=1. The catalyst class is: 340. (4) Reactant: [N+:1]([C:4]1[CH:5]=[C:6]([CH:14]=[CH:15][CH:16]=1)[CH:7]=[CH:8][C:9]([O:11][CH2:12][CH3:13])=[O:10])([O-])=O.O.O.Cl[Sn]Cl. Product: [CH2:12]([O:11][C:9](=[O:10])[CH:8]=[CH:7][C:6]1[CH:14]=[CH:15][CH:16]=[C:4]([NH2:1])[CH:5]=1)[CH3:13]. The catalyst class is: 14. (5) Reactant: OC1C(=O)NN=C(CCC2C=CC=CC=2)C=1.C([O:24][C:25]1[N:26]=[N:27][C:28]([CH2:39][C:40]2[C:45]([F:46])=[CH:44][CH:43]=[CH:42][C:41]=2[Cl:47])=[CH:29][C:30]=1[O:31]CC1C=CC=CC=1)C1C=CC=CC=1. Product: [Cl:47][C:41]1[CH:42]=[CH:43][CH:44]=[C:45]([F:46])[C:40]=1[CH2:39][C:28]1[CH:29]=[C:30]([OH:31])[C:25](=[O:24])[NH:26][N:27]=1. The catalyst class is: 7. (6) Reactant: [C:1]([O:5][C:6]([NH:8][CH2:9][C:10]#[C:11][C:12]1[C:13]([C:34](O)=[O:35])=[N:14][CH:15]=[C:16]([C:18]([N:20]2[CH2:25][CH2:24][N:23]([CH2:26][C:27]3[CH:32]=[CH:31][C:30]([F:33])=[CH:29][CH:28]=3)[CH2:22][CH2:21]2)=[O:19])[CH:17]=1)=[O:7])([CH3:4])([CH3:3])[CH3:2].Cl.Cl.[C:39]([C:41]1[CH:54]=[CH:53][C:44]([CH2:45][N:46]2[CH2:51][CH2:50][CH:49]([NH2:52])[CH2:48][CH2:47]2)=[CH:43][CH:42]=1)#[N:40].CN(C(ON1N=NC2C=CC=NC1=2)=[N+](C)C)C.F[P-](F)(F)(F)(F)F.C(N(CC)CC)C. Product: [C:39]([C:41]1[CH:42]=[CH:43][C:44]([CH2:45][N:46]2[CH2:47][CH2:48][CH:49]([NH:52][C:34]([C:13]3[C:12]([C:11]#[C:10][CH2:9][NH:8][C:6](=[O:7])[O:5][C:1]([CH3:2])([CH3:4])[CH3:3])=[CH:17][C:16]([C:18]([N:20]4[CH2:25][CH2:24][N:23]([CH2:26][C:27]5[CH:32]=[CH:31][C:30]([F:33])=[CH:29][CH:28]=5)[CH2:22][CH2:21]4)=[O:19])=[CH:15][N:14]=3)=[O:35])[CH2:50][CH2:51]2)=[CH:53][CH:54]=1)#[N:40]. The catalyst class is: 9.